Dataset: Full USPTO retrosynthesis dataset with 1.9M reactions from patents (1976-2016). Task: Predict the reactants needed to synthesize the given product. (1) Given the product [F:9][C:10]1[CH:15]=[C:14]([F:16])[CH:13]=[CH:12][C:11]=1[C@:17]([OH:18])([C@H:19]([N:6]1[CH:5]=[C:4]([N+:1]([O-:3])=[O:2])[CH:8]=[N:7]1)[CH3:20])[CH2:21][N:22]1[CH:26]=[N:25][CH:24]=[N:23]1, predict the reactants needed to synthesize it. The reactants are: [N+:1]([C:4]1[CH:5]=[N:6][NH:7][CH:8]=1)([O-:3])=[O:2].[F:9][C:10]1[CH:15]=[C:14]([F:16])[CH:13]=[CH:12][C:11]=1[C@@:17]1([CH2:21][N:22]2[CH:26]=[N:25][CH:24]=[N:23]2)[C@H:19]([CH3:20])[O:18]1.C(=O)([O-])[O-].[K+].[K+]. (2) Given the product [Cl:1][C:2]1[CH:9]=[CH:8][C:5]([CH2:6][N:26]2[CH2:25][CH:24]3[CH2:23][N:22]([C:20](=[O:21])[CH2:19][N:16]4[C:17]([CH3:18])=[C:13]([Cl:12])[C:14]([C:30]([F:33])([F:31])[F:32])=[N:15]4)[CH2:29][CH:28]3[CH2:27]2)=[CH:4][C:3]=1[O:10][CH3:11], predict the reactants needed to synthesize it. The reactants are: [Cl:1][C:2]1[CH:9]=[CH:8][C:5]([CH:6]=O)=[CH:4][C:3]=1[O:10][CH3:11].[Cl:12][C:13]1[C:14]([C:30]([F:33])([F:32])[F:31])=[N:15][N:16]([CH2:19][C:20]([N:22]2[CH2:29][CH:28]3[CH:24]([CH2:25][NH:26][CH2:27]3)[CH2:23]2)=[O:21])[C:17]=1[CH3:18].C(O[BH-](OC(=O)C)OC(=O)C)(=O)C.[Na+].[Cl-].[NH4+]. (3) Given the product [C:16]([C:18]1[CH:19]=[C:20]([NH:30][C:31](=[O:49])[CH2:32][CH2:33][CH2:34][C:35]2[CH:36]=[CH:37][C:38]([B:41]([OH:42])[OH:46])=[CH:39][CH:40]=2)[CH:21]=[CH:22][C:23]=1[S:24]([CH:27]([CH3:29])[CH3:28])(=[O:26])=[O:25])#[N:17], predict the reactants needed to synthesize it. The reactants are: B(C1C=CC(CCCC(O)=O)=CC=1)(O)O.[C:16]([C:18]1[CH:19]=[C:20]([NH:30][C:31](=[O:49])[CH2:32][CH2:33][CH2:34][C:35]2[CH:40]=[CH:39][C:38]([B:41]3[O:46]CC(C)(C)C[O:42]3)=[CH:37][CH:36]=2)[CH:21]=[CH:22][C:23]=1[S:24]([CH:27]([CH3:29])[CH3:28])(=[O:26])=[O:25])#[N:17].[OH-].[Na+]. (4) Given the product [C:1]([O:5][C:6]([N:8]1[CH2:12][CH2:11][CH2:10][CH:9]1[C:13]1[NH:14][C:15]([CH3:19])([C:20]2[CH:25]=[CH:24][C:23]([B:27]3[O:31][C:30]([CH3:33])([CH3:32])[C:29]([CH3:35])([CH3:34])[O:28]3)=[CH:22][CH:21]=2)[C:16](=[O:18])[N:17]=1)=[O:7])([CH3:4])([CH3:3])[CH3:2], predict the reactants needed to synthesize it. The reactants are: [C:1]([O:5][C:6]([N:8]1[CH2:12][CH2:11][CH2:10][CH:9]1[C:13]1[NH:14][C:15]([C:20]2[CH:25]=[CH:24][C:23](Br)=[CH:22][CH:21]=2)([CH3:19])[C:16](=[O:18])[N:17]=1)=[O:7])([CH3:4])([CH3:3])[CH3:2].[B:27]1([B:27]2[O:31][C:30]([CH3:33])([CH3:32])[C:29]([CH3:35])([CH3:34])[O:28]2)[O:31][C:30]([CH3:33])([CH3:32])[C:29]([CH3:35])([CH3:34])[O:28]1.C([O-])(=O)C.[K+]. (5) Given the product [OH:1][C:2]1[C:10]2[N:9]=[C:8]([C:11]3[CH:12]=[CH:13][CH:14]=[CH:15][CH:16]=3)[NH:7][C:6]=2[C:5]([C:17]([NH:20][CH2:21][CH:22]2[CH2:27][CH2:26][CH2:25][CH2:24][NH:23]2)=[O:19])=[CH:4][CH:3]=1, predict the reactants needed to synthesize it. The reactants are: [OH:1][C:2]1[C:10]2[N:9]=[C:8]([C:11]3[CH:16]=[CH:15][CH:14]=[CH:13][CH:12]=3)[NH:7][C:6]=2[C:5]([C:17]([OH:19])=O)=[CH:4][CH:3]=1.[NH2:20][CH2:21][CH:22]1[CH2:27][CH2:26][CH2:25][CH2:24][N:23]1C(OC(C)(C)C)=O. (6) Given the product [C:6]([CH2:8][C:9]1[CH:10]=[CH:11][C:12]([O:15][C:16]([C:18]2[CH:19]=[C:20]3[C:25](=[C:26]([C:28]#[CH:29])[CH:27]=2)[O:24][C:23]([CH3:31])([CH3:30])[CH2:22][C:21]3([CH3:33])[CH3:32])=[O:17])=[CH:13][CH:14]=1)([OH:7])=[O:5], predict the reactants needed to synthesize it. The reactants are: C([O:5][C:6]([CH2:8][C:9]1[CH:14]=[CH:13][C:12]([O:15][C:16]([C:18]2[CH:19]=[C:20]3[C:25](=[C:26]([C:28]#[CH:29])[CH:27]=2)[O:24][C:23]([CH3:31])([CH3:30])[CH2:22][C:21]3([CH3:33])[CH3:32])=[O:17])=[CH:11][CH:10]=1)=[O:7])(C)(C)C.C(O)=O. (7) Given the product [F:1][C:2]([F:36])([F:35])[C:3]1[CH:4]=[C:5]([CH:28]=[C:29]([C:31]([F:34])([F:33])[F:32])[CH:30]=1)[C:6]([N:8]1[CH2:13][CH2:12][N:11]([CH2:14][C:15]#[C:16][CH2:17][N:44]2[CH2:45][CH2:46][O:47][CH2:48][C@H:43]2[C:41]([O:40][CH2:38][CH3:39])=[O:42])[CH2:10][C@H:9]1[CH2:19][C:20]1[CH:25]=[CH:24][C:23]([CH3:26])=[C:22]([CH3:27])[CH:21]=1)=[O:7], predict the reactants needed to synthesize it. The reactants are: [F:1][C:2]([F:36])([F:35])[C:3]1[CH:4]=[C:5]([CH:28]=[C:29]([C:31]([F:34])([F:33])[F:32])[CH:30]=1)[C:6]([N:8]1[CH2:13][CH2:12][N:11]([CH2:14][C:15]#[C:16][CH2:17]Cl)[CH2:10][C@H:9]1[CH2:19][C:20]1[CH:25]=[CH:24][C:23]([CH3:26])=[C:22]([CH3:27])[CH:21]=1)=[O:7].Cl.[CH2:38]([O:40][C:41]([C@@H:43]1[CH2:48][O:47][CH2:46][CH2:45][NH:44]1)=[O:42])[CH3:39].C(=O)([O-])[O-].[K+].[K+].[I-].[K+]. (8) Given the product [CH3:30][N:31]([CH3:35])[C:32]([N:25]1[CH2:24][CH2:23][CH:22]([NH:21][S:20]([C:13]2[C:14]3[C:19](=[CH:18][CH:17]=[CH:16][CH:15]=3)[C:10]([C:8](=[O:9])[NH:7][C:1]3[CH:6]=[CH:5][CH:4]=[CH:3][C:2]=3[CH3:37])=[CH:11][CH:12]=2)(=[O:29])=[O:28])[CH2:27][CH2:26]1)=[O:33], predict the reactants needed to synthesize it. The reactants are: [CH:1]1([NH:7][C:8]([C:10]2[C:19]3[C:14](=[CH:15][CH:16]=[CH:17][CH:18]=3)[C:13]([S:20](=[O:29])(=[O:28])[NH:21][CH:22]3[CH2:27][CH2:26][NH:25][CH2:24][CH2:23]3)=[CH:12][CH:11]=2)=[O:9])[CH2:6][CH2:5][CH2:4][CH2:3][CH2:2]1.[CH3:30][N:31]([CH3:35])[C:32](Cl)=[O:33].Cl[C:37](OCC)=O.